From a dataset of Forward reaction prediction with 1.9M reactions from USPTO patents (1976-2016). Predict the product of the given reaction. (1) The product is: [Cl:1][C:2]1[CH:3]=[C:4]([C:8]2[CH:13]=[C:12]([CH2:14][C:15]3[CH:20]=[CH:19][C:18]([CH2:21][CH2:22][OH:23])=[CH:17][CH:16]=3)[CH:11]=[C:10]([C:26]([F:29])([F:27])[F:28])[N:9]=2)[CH:5]=[CH:6][CH:7]=1. Given the reactants [Cl:1][C:2]1[CH:3]=[C:4]([C:8]2[CH:13]=[C:12]([CH2:14][C:15]3[CH:20]=[CH:19][C:18]([CH2:21][C:22](OC)=[O:23])=[CH:17][CH:16]=3)[CH:11]=[C:10]([C:26]([F:29])([F:28])[F:27])[N:9]=2)[CH:5]=[CH:6][CH:7]=1, predict the reaction product. (2) Given the reactants Cl[C:2]1[C:11]2[C:6](=[CH:7][C:8]([O:14][CH2:15][CH2:16][CH2:17][N:18]3[CH2:23][CH2:22][CH2:21][CH2:20][CH2:19]3)=[C:9]([O:12][CH3:13])[CH:10]=2)[N:5]=[CH:4][N:3]=1.C(=O)([O-])[O-].[K+].[K+].[OH:30][C:31]1[CH:39]=[CH:38][CH:37]=[C:36]2[C:32]=1[CH:33]=[CH:34][NH:35]2, predict the reaction product. The product is: [NH:35]1[C:36]2[C:32](=[C:31]([O:30][C:2]3[C:11]4[C:6](=[CH:7][C:8]([O:14][CH2:15][CH2:16][CH2:17][N:18]5[CH2:23][CH2:22][CH2:21][CH2:20][CH2:19]5)=[C:9]([O:12][CH3:13])[CH:10]=4)[N:5]=[CH:4][N:3]=3)[CH:39]=[CH:38][CH:37]=2)[CH:33]=[CH:34]1. (3) Given the reactants [F:1][C:2]1[C:7]([F:8])=[CH:6][CH:5]=[CH:4][C:3]=1[CH2:9][C:10]([OH:12])=O.C(Cl)(=O)C(Cl)=O.[NH2:19][C:20](=[N:26]O)[C:21]([O:23][CH2:24][CH3:25])=[O:22].C(N(CC)C(C)C)(C)C, predict the reaction product. The product is: [F:1][C:2]1[C:7]([F:8])=[CH:6][CH:5]=[CH:4][C:3]=1[CH2:9][C:10]1[O:12][N:26]=[C:20]([C:21]([O:23][CH2:24][CH3:25])=[O:22])[N:19]=1. (4) The product is: [CH3:16][C:14]1[N:13]=[CH:12][N:11]([C:8]2[C:9](=[O:10])[N:4]3[CH2:3][CH2:2][N:19]([CH:20]([C:22]4[C:30]5[C:25](=[CH:26][CH:27]=[C:28]([C:31]([F:32])([F:34])[F:33])[CH:29]=5)[N:24]([CH3:35])[CH:23]=4)[CH3:21])[C:17](=[O:18])[C:5]3=[CH:6][CH:7]=2)[CH:15]=1. Given the reactants O[CH2:2][CH2:3][N:4]1[C:9](=[O:10])[C:8]([N:11]2[CH:15]=[C:14]([CH3:16])[N:13]=[CH:12]2)=[CH:7][CH:6]=[C:5]1[C:17]([NH:19][CH:20]([C:22]1[C:30]2[C:25](=[CH:26][CH:27]=[C:28]([C:31]([F:34])([F:33])[F:32])[CH:29]=2)[N:24]([CH3:35])[CH:23]=1)[CH3:21])=[O:18].C(N(CC)CC)C.CS(Cl)(=O)=O.N1CCCN2CCCN=C12.[OH-].[Na+], predict the reaction product.